This data is from Catalyst prediction with 721,799 reactions and 888 catalyst types from USPTO. The task is: Predict which catalyst facilitates the given reaction. (1) Reactant: [CH3:1][O:2][C:3]([C:5]1[N:6]=[CH:7][NH:8][CH:9]=1)=[O:4].I[C:11]1[CH:16]=[CH:15][CH:14]=[CH:13][CH:12]=1.N1C2C(=CC=C3C=2N=CC=C3)C=CC=1.C(=O)([O-])[O-].[Cs+].[Cs+]. Product: [CH3:1][O:2][C:3]([C:5]1[N:6]=[CH:7][N:8]([C:11]2[CH:16]=[CH:15][CH:14]=[CH:13][CH:12]=2)[CH:9]=1)=[O:4]. The catalyst class is: 16. (2) Reactant: S(=O)(=O)(O)O.[OH:6][C:7]1[CH:15]=[C:14]2[C:10]([CH:11]=[C:12]([C:16]([OH:18])=[O:17])[NH:13]2)=[CH:9][CH:8]=1.[OH-].[K+].[CH3:21]O. Product: [OH:6][C:7]1[CH:15]=[C:14]2[C:10]([CH:11]=[C:12]([C:16]([O:18][CH3:21])=[O:17])[NH:13]2)=[CH:9][CH:8]=1. The catalyst class is: 6.